From a dataset of TCR-epitope binding with 47,182 pairs between 192 epitopes and 23,139 TCRs. Binary Classification. Given a T-cell receptor sequence (or CDR3 region) and an epitope sequence, predict whether binding occurs between them. (1) Result: 0 (the TCR does not bind to the epitope). The epitope is RLRAEAQVK. The TCR CDR3 sequence is CASSLGTYLMGETQYF. (2) The epitope is KLNVGDYFV. The TCR CDR3 sequence is CASSRWGLNNEQFF. Result: 0 (the TCR does not bind to the epitope). (3) Result: 0 (the TCR does not bind to the epitope). The epitope is IVTDFSVIK. The TCR CDR3 sequence is CASSSLSGGYTF. (4) The epitope is GTHWFVTQR. The TCR CDR3 sequence is CASSLGGEVSGQGNQPQHF. Result: 0 (the TCR does not bind to the epitope). (5) The epitope is IVTDFSVIK. The TCR CDR3 sequence is CSAPNPNTGELFF. Result: 1 (the TCR binds to the epitope). (6) The epitope is RLRAEAQVK. The TCR CDR3 sequence is CASSLGGETQYF. Result: 0 (the TCR does not bind to the epitope).